Dataset: Full USPTO retrosynthesis dataset with 1.9M reactions from patents (1976-2016). Task: Predict the reactants needed to synthesize the given product. The reactants are: [C:1]1([CH:7]([C:23]2[CH:28]=[CH:27][CH:26]=[CH:25][CH:24]=2)[CH2:8][CH:9]2[C:18]3[C:13](=[CH:14][C:15]([O:21][CH3:22])=[C:16]([O:19][CH3:20])[CH:17]=3)[CH2:12][CH2:11][NH:10]2)[CH:6]=[CH:5][CH:4]=[CH:3][CH:2]=1.C(N(CC)CC)C.[CH3:36][N:37]=[C:38]=[O:39]. Given the product [CH3:36][NH:37][C:38]([N:10]1[CH2:11][CH2:12][C:13]2[C:18](=[CH:17][C:16]([O:19][CH3:20])=[C:15]([O:21][CH3:22])[CH:14]=2)[CH:9]1[CH2:8][CH:7]([C:1]1[CH:2]=[CH:3][CH:4]=[CH:5][CH:6]=1)[C:23]1[CH:28]=[CH:27][CH:26]=[CH:25][CH:24]=1)=[O:39], predict the reactants needed to synthesize it.